Dataset: Reaction yield outcomes from USPTO patents with 853,638 reactions. Task: Predict the reaction yield, written as a fraction of the theoretical maximum amount of product (1.0 means a 100% yield; for example, 0.34 means a 34% yield). (1) The reactants are C([O-])(=O)C.[NH4+:5].[Br:6][C:7]1[CH:12]=[CH:11][C:10]([C:13](=O)[CH2:14][NH:15][C:16]([C@:18]2([CH3:40])[CH2:22][CH2:21][CH2:20][N:19]2[C:23]([O:25][CH2:26][CH:27]2[C:39]3[CH:38]=[CH:37][CH:36]=[CH:35][C:34]=3[C:33]3[C:28]2=[CH:29][CH:30]=[CH:31][CH:32]=3)=[O:24])=O)=[CH:9][CH:8]=1. The catalyst is C1(C)C(C)=CC=CC=1. The product is [Br:6][C:7]1[CH:8]=[CH:9][C:10]([C:13]2[NH:5][C:16]([C@:18]3([CH3:40])[CH2:22][CH2:21][CH2:20][N:19]3[C:23]([O:25][CH2:26][CH:27]3[C:28]4[CH:29]=[CH:30][CH:31]=[CH:32][C:33]=4[C:34]4[C:39]3=[CH:38][CH:37]=[CH:36][CH:35]=4)=[O:24])=[N:15][CH:14]=2)=[CH:11][CH:12]=1. The yield is 0.490. (2) The reactants are [CH2:1]([OH:5])[CH2:2][CH:3]=C.[CH:6]([CH:8]1[CH2:13][CH2:12][N:11]([C:14]([O:16][C:17]([CH3:20])([CH3:19])[CH3:18])=[O:15])[CH2:10][CH2:9]1)=[O:7].F[C:22](F)(F)C(O)=O.C(OC(OC(C)(C)C)=O)(OC(C)(C)C)=O.C(N(CC)CC)C.C(=O)([O-])[O-].[K+].[K+]. The catalyst is C(Cl)Cl.O. The product is [C:17]([O:16][C:14]([N:11]1[CH2:12][CH2:13][CH:8]([CH:6]2[CH2:22][CH:1]([OH:5])[CH2:2][CH2:3][O:7]2)[CH2:9][CH2:10]1)=[O:15])([CH3:20])([CH3:19])[CH3:18]. The yield is 0.790. (3) The reactants are [ClH:1].[CH3:2][O:3][C:4]1[CH:5]=[C:6](/[C:12](=[CH:15]/[C:16]2[O:17][C:18]([N:21]3[CH2:26][CH2:25][N:24]([CH3:27])[CH2:23][CH2:22]3)=[CH:19][CH:20]=2)/[C:13]#[N:14])[CH:7]=[CH:8][C:9]=1[O:10][CH3:11]. No catalyst specified. The product is [ClH:1].[CH3:2][O:3][C:4]1[CH:5]=[C:6](/[C:12](=[CH:15]/[C:16]2[O:17][C:18]([N:21]3[CH2:26][CH2:25][N:24]([CH3:27])[CH2:23][CH2:22]3)=[CH:19][CH:20]=2)/[C:13]#[N:14])[CH:7]=[CH:8][C:9]=1[O:10][CH3:11]. The yield is 0.990.